Dataset: Full USPTO retrosynthesis dataset with 1.9M reactions from patents (1976-2016). Task: Predict the reactants needed to synthesize the given product. (1) Given the product [CH3:1][O:2][C:3]([CH:4]1[CH2:5][CH2:6][C:7](=[O:8])[N:18]([CH2:17][C:16]2[CH:19]=[CH:20][C:21]([O:23][CH3:24])=[CH:22][C:15]=2[O:14][CH3:13])[CH2:11]1)=[O:12], predict the reactants needed to synthesize it. The reactants are: [CH3:1][O:2][C:3](=[O:12])[C:4](=[CH2:11])[CH2:5][CH2:6][C:7](OC)=[O:8].[CH3:13][O:14][C:15]1[CH:22]=[C:21]([O:23][CH3:24])[CH:20]=[CH:19][C:16]=1[CH2:17][NH2:18]. (2) Given the product [C:12]([C:14]([C:17]1[CH:18]=[C:19]([CH:31]=[CH:32][CH:33]=1)[C:20]([NH:22][C:23]1[CH:24]=[CH:25][CH:26]=[C:27]([O:29][C:2]2[CH:7]=[CH:6][C:5]([N+:8]([O-:10])=[O:9])=[CH:4][C:3]=2[F:11])[CH:28]=1)=[O:21])([CH3:16])[CH3:15])#[N:13], predict the reactants needed to synthesize it. The reactants are: F[C:2]1[CH:7]=[CH:6][C:5]([N+:8]([O-:10])=[O:9])=[CH:4][C:3]=1[F:11].[C:12]([C:14]([C:17]1[CH:18]=[C:19]([CH:31]=[CH:32][CH:33]=1)[C:20]([NH:22][C:23]1[CH:28]=[C:27]([OH:29])[CH:26]=[CH:25][C:24]=1C)=[O:21])([CH3:16])[CH3:15])#[N:13].C(=O)([O-])[O-].[K+].[K+]. (3) The reactants are: [NH2:1][C@H:2]1[CH2:6][CH2:5][N:4]([CH:7]2[CH2:12][CH2:11][N:10]([C:13]3[C:18]([Cl:19])=[CH:17][C:16]([C:20]([F:23])([F:22])[F:21])=[CH:15][N:14]=3)[CH2:9][CH2:8]2)[C:3]1=[O:24].[F:25][C:26]1[CH:27]=[C:28]([CH:31]=[CH:32][C:33]=1F)[C:29]#[N:30].C(=O)([O-])[O-].[K+].[K+]. Given the product [Cl:19][C:18]1[C:13]([N:10]2[CH2:11][CH2:12][CH:7]([N:4]3[CH2:5][CH2:6][C@H:2]([NH:1][C:33]4[CH:32]=[CH:31][C:28]([C:29]#[N:30])=[CH:27][C:26]=4[F:25])[C:3]3=[O:24])[CH2:8][CH2:9]2)=[N:14][CH:15]=[C:16]([C:20]([F:23])([F:22])[F:21])[CH:17]=1, predict the reactants needed to synthesize it. (4) Given the product [P:1]([O:8][CH2:7][C:6]([F:10])([F:9])[F:5])([O:14][CH2:13][C:12]([F:18])([F:11])[CH:15]([F:17])[F:16])([O:27][CH3:24])=[O:29], predict the reactants needed to synthesize it. The reactants are: [P:1](Cl)(Cl)Cl.[F:5][C:6]([F:10])([F:9])[CH2:7][OH:8].[F:11][C:12]([F:18])([CH:15]([F:17])[F:16])[CH2:13][OH:14].ClCl.[Cl-].[Mg+2].[Cl-].[C:24](=[O:27])([O-])O.[Na+].[OH2:29]. (5) Given the product [CH2:18]([O:17][C:15](=[O:16])[CH2:14][C:20]1[C:25]([C:26]#[N:27])=[CH:24][CH:23]=[C:22]([NH:44][CH2:43][C:42]([C:38]2[CH:39]=[CH:40][CH:41]=[C:36]([Cl:35])[CH:37]=2)([F:45])[F:46])[C:21]=1[F:29])[CH3:19], predict the reactants needed to synthesize it. The reactants are: CCN(C(C)C)C(C)C.C(OC(=O)[CH:14]([C:20]1[C:25]([C:26]#[N:27])=[CH:24][CH:23]=[C:22](F)[C:21]=1[F:29])[C:15]([O:17][CH2:18][CH3:19])=[O:16])C.CS(C)=O.[Cl:35][C:36]1[CH:37]=[C:38]([C:42]([F:46])([F:45])[CH2:43][NH2:44])[CH:39]=[CH:40][CH:41]=1. (6) Given the product [OH:1][CH2:2][CH2:3][CH2:4][C:5]1[CH:6]=[C:7]([CH:15]=[CH:16][CH:17]=1)[O:8][CH2:9][CH2:10][C:11]([O:13][CH3:14])=[O:12], predict the reactants needed to synthesize it. The reactants are: [OH:1][CH2:2][CH2:3][CH2:4][C:5]1[CH:6]=[C:7]([CH:15]=[CH:16][CH:17]=1)[O:8]/[CH:9]=[CH:10]/[C:11]([O:13][CH3:14])=[O:12]. (7) Given the product [NH3:16].[Cl:1][C:2]1[CH:3]=[C:4]([CH2:9][CH2:10][C:11]([N:41]2[CH2:42][CH:43]3[CH:39]([C:38]3([C:44]3[CH:45]=[C:46]([NH:50][S:51]([CH3:54])(=[O:53])=[O:52])[CH:47]=[CH:48][CH:49]=3)[CH3:37])[CH2:40]2)=[O:13])[CH:5]=[CH:6][C:7]=1[Cl:8], predict the reactants needed to synthesize it. The reactants are: [Cl:1][C:2]1[CH:3]=[C:4]([CH2:9][CH2:10][C:11]([OH:13])=O)[CH:5]=[CH:6][C:7]=1[Cl:8].O.O[N:16]1C2C=CC=CC=2N=N1.Cl.CN(C)CCCN=C=NCC.[CH3:37][C:38]1([C:44]2[CH:45]=[C:46]([NH:50][S:51]([CH3:54])(=[O:53])=[O:52])[CH:47]=[CH:48][CH:49]=2)[CH:43]2[CH:39]1[CH2:40][NH:41][CH2:42]2.C(N(CC)CC)C. (8) Given the product [N:21]1[CH:22]=[CH:23][CH:24]=[CH:25][C:20]=1[CH:18]=[CH:19][C:2]1[CH:3]=[C:4]2[CH2:10][C@:9]3([CH:15]4[CH2:16][CH2:17][N:12]([CH2:13][CH2:14]4)[CH2:11]3)[O:8][C:5]2=[N:6][CH:7]=1, predict the reactants needed to synthesize it. The reactants are: Br[C:2]1[CH:3]=[C:4]2[CH2:10][C@:9]3([CH:15]4[CH2:16][CH2:17][N:12]([CH2:13][CH2:14]4)[CH2:11]3)[O:8][C:5]2=[N:6][CH:7]=1.[CH:18]([C:20]1[CH:25]=[CH:24][CH:23]=[CH:22][N:21]=1)=[CH2:19]. (9) Given the product [C:1]1([CH2:11][CH2:12][CH:13]2[C:17]3[NH:18][C:19]([C:21]([OH:23])=[O:22])=[CH:20][C:16]=3[CH2:15][CH2:14]2)[C:10]2[C:5](=[CH:6][CH:7]=[CH:8][CH:9]=2)[CH:4]=[CH:3][CH:2]=1, predict the reactants needed to synthesize it. The reactants are: [C:1]1([CH2:11][CH2:12][CH:13]2[C:17]3[NH:18][C:19]([C:21]([O:23]C)=[O:22])=[CH:20][C:16]=3[CH2:15][CH2:14]2)[C:10]2[C:5](=[CH:6][CH:7]=[CH:8][CH:9]=2)[CH:4]=[CH:3][CH:2]=1.[OH-].[Li+].CO. (10) Given the product [OH:8][C:9]1[CH:10]=[CH:11][C:12]([CH2:15][CH2:16][CH:17]([CH2:22][CH2:23][CH2:24][C:25]2[CH:26]=[CH:27][CH:28]=[CH:29][CH:30]=2)[C:18]([O:20][CH3:21])=[O:19])=[CH:13][CH:14]=1, predict the reactants needed to synthesize it. The reactants are: C([O:8][C:9]1[CH:14]=[CH:13][C:12]([CH2:15][CH2:16][CH:17]([CH2:22]/[CH:23]=[CH:24]/[C:25]2[CH:30]=[CH:29][CH:28]=[CH:27][CH:26]=2)[C:18]([O:20][CH3:21])=[O:19])=[CH:11][CH:10]=1)C1C=CC=CC=1.